Dataset: Full USPTO retrosynthesis dataset with 1.9M reactions from patents (1976-2016). Task: Predict the reactants needed to synthesize the given product. (1) Given the product [N:1]1[C:9]([S:10][CH:30]([C:32]2[O:33][C:34](=[O:49])[C:35]3[C:40]([C:41]=2[C:42]2[CH:47]=[CH:46][CH:45]=[C:44]([F:48])[CH:43]=2)=[CH:39][CH:38]=[CH:37][CH:36]=3)[CH3:31])=[C:8]2[C:4]([NH:5][CH:6]=[N:7]2)=[N:3][CH:2]=1, predict the reactants needed to synthesize it. The reactants are: [N:1]1[C:9]([S:10]CC2OC(=O)C3C(C=2C2C=CC=CC=2)=CC=CC=3)=[C:8]2[C:4]([NH:5][CH:6]=[N:7]2)=[N:3][CH:2]=1.Br[CH:30]([C:32]1[O:33][C:34](=[O:49])[C:35]2[C:40]([C:41]=1[C:42]1[CH:47]=[CH:46][CH:45]=[C:44]([F:48])[CH:43]=1)=[CH:39][CH:38]=[CH:37][CH:36]=2)[CH3:31].O.N1C(S)=C2C(NC=N2)=NC=1.C([O-])([O-])=O.[K+].[K+]. (2) Given the product [ClH:33].[O:1]1[C:5]([C:6]2[CH:13]=[CH:12][CH:11]=[CH:10][C:7]=2[CH:8]([CH2:28][CH:29]=[CH2:30])[NH2:34])=[CH:4][C:3]2[CH:14]=[CH:15][CH:16]=[CH:17][C:2]1=2, predict the reactants needed to synthesize it. The reactants are: [O:1]1[C:5]([C:6]2[CH:13]=[CH:12][CH:11]=[CH:10][C:7]=2[CH:8]=O)=[CH:4][C:3]2[CH:14]=[CH:15][CH:16]=[CH:17][C:2]1=2.C[Si](N[Si](C)(C)C)(C)C.[Li].[CH2:28]([Mg]Br)[CH:29]=[CH2:30].[Cl-:33].[NH4+:34]. (3) Given the product [O:1]1[C:5]([C:6]2[C:7]3[N:8]([C:16]([C:19]([NH:46][C:47]4[CH:52]=[CH:51][CH:50]=[CH:49][CH:48]=4)=[O:21])=[CH:17][N:18]=3)[CH:9]=[C:10]([C:12]([F:14])([F:13])[F:15])[CH:11]=2)=[CH:4][N:3]=[CH:2]1, predict the reactants needed to synthesize it. The reactants are: [O:1]1[C:5]([C:6]2[C:7]3[N:8]([C:16]([C:19]([OH:21])=O)=[CH:17][N:18]=3)[CH:9]=[C:10]([C:12]([F:15])([F:14])[F:13])[CH:11]=2)=[CH:4][N:3]=[CH:2]1.CN(C(ON1N=NC2C=CC=NC1=2)=[N+](C)C)C.F[P-](F)(F)(F)(F)F.[NH2:46][C:47]1[CH:52]=[CH:51][CH:50]=[CH:49][CH:48]=1.C(=O)([O-])[O-].[K+].[K+]. (4) The reactants are: [OH:1][C:2]1[CH:11]=[C:10]([O:12][C:13]([C:26]2[CH:31]=[CH:30][CH:29]=[CH:28][CH:27]=2)([C:20]2[CH:25]=[CH:24][CH:23]=[CH:22][CH:21]=2)[C:14]2[CH:19]=[CH:18][CH:17]=[CH:16][CH:15]=2)[CH:9]=[CH:8][C:3]=1[C:4](OC)=[O:5].[CH:32]1([NH2:35])[CH2:34][CH2:33]1. Given the product [CH:32]1([NH:35][C:4](=[O:5])[C:3]2[CH:8]=[CH:9][C:10]([O:12][C:13]([C:14]3[CH:15]=[CH:16][CH:17]=[CH:18][CH:19]=3)([C:20]3[CH:25]=[CH:24][CH:23]=[CH:22][CH:21]=3)[C:26]3[CH:31]=[CH:30][CH:29]=[CH:28][CH:27]=3)=[CH:11][C:2]=2[OH:1])[CH2:34][CH2:33]1, predict the reactants needed to synthesize it. (5) Given the product [C:2]([C:4]1([NH:10][C:11]([CH:13]([NH:21][C:22]([N:24]2[CH2:29][CH2:28][O:27][CH2:26][CH2:25]2)=[O:23])[CH2:14][CH:15]2[CH2:16][CH2:17][CH2:18][CH2:19][CH2:20]2)=[O:12])[CH2:5][CH2:6][N:7]([S:31]([CH3:30])(=[O:33])=[O:32])[CH2:8][CH2:9]1)#[N:3], predict the reactants needed to synthesize it. The reactants are: Cl.[C:2]([C:4]1([NH:10][C:11]([CH:13]([NH:21][C:22]([N:24]2[CH2:29][CH2:28][O:27][CH2:26][CH2:25]2)=[O:23])[CH2:14][CH:15]2[CH2:20][CH2:19][CH2:18][CH2:17][CH2:16]2)=[O:12])[CH2:9][CH2:8][NH:7][CH2:6][CH2:5]1)#[N:3].[CH3:30][S:31](Cl)(=[O:33])=[O:32].CN1CCOCC1. (6) Given the product [C:22]([O:21][C:19]([NH:10][C@H:9]([C:11]([OH:13])=[O:12])[CH2:8][C:7]1[C:14]2[C:4](=[CH:3][C:2]([F:1])=[CH:16][CH:15]=2)[NH:5][CH:6]=1)=[O:20])([CH3:25])([CH3:24])[CH3:23], predict the reactants needed to synthesize it. The reactants are: [F:1][C:2]1[CH:3]=[C:4]2[C:14](=[CH:15][CH:16]=1)[C:7]([CH2:8][CH:9]([C:11]([OH:13])=[O:12])[NH2:10])=[CH:6][NH:5]2.[OH-].[Na+].[C:19](O[C:19]([O:21][C:22]([CH3:25])([CH3:24])[CH3:23])=[O:20])([O:21][C:22]([CH3:25])([CH3:24])[CH3:23])=[O:20].Cl. (7) Given the product [Br:1][C:2]1[CH:3]=[N:4][C:5]2[N:6]([N:8]=[C:9]([C:11]([N:16]3[CH2:17][CH2:18][C:19]4[C:24](=[CH:23][N:22]=[CH:21][C:20]=4[N+:25]([O-:27])=[O:26])[CH:15]3[CH3:14])=[O:13])[CH:10]=2)[CH:7]=1, predict the reactants needed to synthesize it. The reactants are: [Br:1][C:2]1[CH:3]=[N:4][C:5]2[N:6]([N:8]=[C:9]([C:11]([OH:13])=O)[CH:10]=2)[CH:7]=1.[CH3:14][CH:15]1[C:24]2[C:19](=[C:20]([N+:25]([O-:27])=[O:26])[CH:21]=[N:22][CH:23]=2)[CH2:18][CH2:17][NH:16]1. (8) Given the product [C:1]([O:5][C:6]([N:8]1[CH2:9][CH2:10][CH:11]([C:14]2[CH:22]=[CH:21][CH:20]=[C:19]3[C:15]=2[CH:16]=[CH:17][NH:18]3)[CH2:12][CH2:13]1)=[O:7])([CH3:4])([CH3:2])[CH3:3], predict the reactants needed to synthesize it. The reactants are: [C:1]([O:5][C:6]([N:8]1[CH2:13][CH:12]=[C:11]([C:14]2[CH:22]=[CH:21][CH:20]=[C:19]3[C:15]=2[CH:16]=[CH:17][NH:18]3)[CH2:10][CH2:9]1)=[O:7])([CH3:4])([CH3:3])[CH3:2].